The task is: Regression. Given two drug SMILES strings and cell line genomic features, predict the synergy score measuring deviation from expected non-interaction effect.. This data is from NCI-60 drug combinations with 297,098 pairs across 59 cell lines. (1) Drug 1: CNC(=O)C1=NC=CC(=C1)OC2=CC=C(C=C2)NC(=O)NC3=CC(=C(C=C3)Cl)C(F)(F)F. Drug 2: CC1=C(C(=O)C2=C(C1=O)N3CC4C(C3(C2COC(=O)N)OC)N4)N. Cell line: SW-620. Synergy scores: CSS=24.5, Synergy_ZIP=3.63, Synergy_Bliss=-1.21, Synergy_Loewe=-38.4, Synergy_HSA=-7.40. (2) Drug 1: C1CCC(C1)C(CC#N)N2C=C(C=N2)C3=C4C=CNC4=NC=N3. Drug 2: CCC1=CC2CC(C3=C(CN(C2)C1)C4=CC=CC=C4N3)(C5=C(C=C6C(=C5)C78CCN9C7C(C=CC9)(C(C(C8N6C)(C(=O)OC)O)OC(=O)C)CC)OC)C(=O)OC.C(C(C(=O)O)O)(C(=O)O)O. Cell line: HCC-2998. Synergy scores: CSS=64.1, Synergy_ZIP=18.7, Synergy_Bliss=16.4, Synergy_Loewe=-31.8, Synergy_HSA=13.4. (3) Drug 2: CC1C(C(CC(O1)OC2CC(CC3=C2C(=C4C(=C3O)C(=O)C5=CC=CC=C5C4=O)O)(C(=O)C)O)N)O. Cell line: OVCAR-8. Drug 1: CC1=C(N=C(N=C1N)C(CC(=O)N)NCC(C(=O)N)N)C(=O)NC(C(C2=CN=CN2)OC3C(C(C(C(O3)CO)O)O)OC4C(C(C(C(O4)CO)O)OC(=O)N)O)C(=O)NC(C)C(C(C)C(=O)NC(C(C)O)C(=O)NCCC5=NC(=CS5)C6=NC(=CS6)C(=O)NCCC[S+](C)C)O. Synergy scores: CSS=41.2, Synergy_ZIP=-11.0, Synergy_Bliss=-14.9, Synergy_Loewe=-9.66, Synergy_HSA=-8.30. (4) Drug 1: COC1=NC(=NC2=C1N=CN2C3C(C(C(O3)CO)O)O)N. Drug 2: C(CCl)NC(=O)N(CCCl)N=O. Cell line: UO-31. Synergy scores: CSS=-0.688, Synergy_ZIP=2.34, Synergy_Bliss=2.49, Synergy_Loewe=-4.98, Synergy_HSA=-5.06. (5) Cell line: MDA-MB-435. Drug 1: CC1C(C(CC(O1)OC2CC(OC(C2O)C)OC3=CC4=CC5=C(C(=O)C(C(C5)C(C(=O)C(C(C)O)O)OC)OC6CC(C(C(O6)C)O)OC7CC(C(C(O7)C)O)OC8CC(C(C(O8)C)O)(C)O)C(=C4C(=C3C)O)O)O)O. Drug 2: CCCCC(=O)OCC(=O)C1(CC(C2=C(C1)C(=C3C(=C2O)C(=O)C4=C(C3=O)C=CC=C4OC)O)OC5CC(C(C(O5)C)O)NC(=O)C(F)(F)F)O. Synergy scores: CSS=73.2, Synergy_ZIP=11.1, Synergy_Bliss=10.5, Synergy_Loewe=-14.4, Synergy_HSA=9.06. (6) Drug 1: C1CCC(C1)C(CC#N)N2C=C(C=N2)C3=C4C=CNC4=NC=N3. Drug 2: N.N.Cl[Pt+2]Cl. Cell line: OVCAR-5. Synergy scores: CSS=-2.92, Synergy_ZIP=2.36, Synergy_Bliss=4.69, Synergy_Loewe=-0.683, Synergy_HSA=0.0495. (7) Drug 1: C1=CC(=CC=C1CCC2=CNC3=C2C(=O)NC(=N3)N)C(=O)NC(CCC(=O)O)C(=O)O. Drug 2: C1=CC(=CC=C1CCCC(=O)O)N(CCCl)CCCl. Cell line: SF-539. Synergy scores: CSS=48.6, Synergy_ZIP=-4.57, Synergy_Bliss=-4.71, Synergy_Loewe=-1.25, Synergy_HSA=1.71. (8) Drug 1: CS(=O)(=O)C1=CC(=C(C=C1)C(=O)NC2=CC(=C(C=C2)Cl)C3=CC=CC=N3)Cl. Drug 2: COC1=C2C(=CC3=C1OC=C3)C=CC(=O)O2. Cell line: NCI-H460. Synergy scores: CSS=-1.47, Synergy_ZIP=-0.485, Synergy_Bliss=-4.75, Synergy_Loewe=-7.65, Synergy_HSA=-5.99.